Dataset: Reaction yield outcomes from USPTO patents with 853,638 reactions. Task: Predict the reaction yield, written as a fraction of the theoretical maximum amount of product (1.0 means a 100% yield; for example, 0.34 means a 34% yield). (1) The reactants are [C:9](O[C:9]([O:11][C:12]([CH3:15])([CH3:14])[CH3:13])=[O:10])([O:11][C:12]([CH3:15])([CH3:14])[CH3:13])=[O:10].C[N:17]([CH3:21])[CH2:18][CH2:19][NH2:20].[CH2:22](Cl)Cl. No catalyst specified. The product is [CH3:21][N:17]([CH2:18][CH2:19][NH:20][CH3:22])[C:9](=[O:10])[O:11][C:12]([CH3:13])([CH3:14])[CH3:15]. The yield is 0.510. (2) The reactants are [CH3:1][N:2]1[C:6]([C:7]2[CH:8]=[C:9]([NH2:22])[CH:10]=[CH:11][C:12]=2[O:13][CH2:14][CH2:15][N:16]2[CH2:21][CH2:20][O:19][CH2:18][CH2:17]2)=[CH:5][CH:4]=[N:3]1.[F:23][C:24]1[CH:32]=[C:31]([F:33])[CH:30]=[CH:29][C:25]=1[C:26](Cl)=[O:27].C(N(CC)CC)C. The catalyst is C1COCC1. The product is [F:23][C:24]1[CH:32]=[C:31]([F:33])[CH:30]=[CH:29][C:25]=1[C:26]([NH:22][C:9]1[CH:10]=[CH:11][C:12]([O:13][CH2:14][CH2:15][N:16]2[CH2:21][CH2:20][O:19][CH2:18][CH2:17]2)=[C:7]([C:6]2[N:2]([CH3:1])[N:3]=[CH:4][CH:5]=2)[CH:8]=1)=[O:27]. The yield is 0.340. (3) The reactants are C([O:4][C@H:5]1[CH2:22][CH2:21][C@@:20]2([CH3:23])[C@@H:7]([CH2:8][CH2:9][C@:10]3([CH3:48])[C@@H:19]2[CH2:18][CH2:17][C@H:16]2[C@@:11]3([CH3:47])[CH2:12][CH2:13][C@@:14]3([CH:31]4[O:35][C:34](=[O:36])[N:33]([C:37]5([C:40]6[N:45]=[CH:44][C:43]([Cl:46])=[CH:42][N:41]=6)[CH2:39][CH2:38]5)[CH2:32]4)[CH2:26][C:25](=[O:27])[C:24]([CH:28]([CH3:30])[CH3:29])=[C:15]32)[C:6]1([CH3:50])[CH3:49])(=O)C.Cl. The catalyst is O1CCOCC1.CO. The product is [Cl:46][C:43]1[CH:42]=[N:41][C:40]([C:37]2([N:33]3[CH2:32][CH:31]([C@:14]45[CH2:26][C:25](=[O:27])[C:24]([CH:28]([CH3:29])[CH3:30])=[C:15]4[C@@H:16]4[C@@:11]([CH3:47])([CH2:12][CH2:13]5)[C@@:10]5([CH3:48])[C@@H:19]([C@:20]6([CH3:23])[C@@H:7]([CH2:8][CH2:9]5)[C:6]([CH3:49])([CH3:50])[C@@H:5]([OH:4])[CH2:22][CH2:21]6)[CH2:18][CH2:17]4)[O:35][C:34]3=[O:36])[CH2:39][CH2:38]2)=[N:45][CH:44]=1. The yield is 0.170. (4) The reactants are [Cl:1][C:2]1[C:3]([OH:11])=[CH:4][C:5]([OH:10])=[C:6]([CH:9]=1)[CH:7]=[O:8].[CH:12](=[O:24])[CH2:13][CH2:14][CH2:15][CH2:16][CH2:17][CH2:18][CH2:19][CH2:20][CH2:21][CH2:22][CH3:23].[Cl-].[Ca+2].[Cl-].CO.[OH-].[K+].Cl. The catalyst is CO. The product is [Cl:1][C:2]1[C:3]([OH:11])=[C:4]([CH:12]([OH:24])[CH2:13][CH2:14][CH2:15][CH2:16][CH2:17][CH2:18][CH2:19][CH2:20][CH2:21][CH2:22][CH3:23])[C:5]([OH:10])=[C:6]([CH:9]=1)[CH:7]=[O:8].[Cl:1][C:2]1[C:3]([OH:11])=[CH:4][C:5]([OH:10])=[C:6]([CH:9]=1)[CH:7]=[O:8]. The yield is 0.460. (5) The reactants are [F:1][C:2]1[CH:26]=[C:25]([N+:27]([O-])=O)[CH:24]=[CH:23][C:3]=1[O:4][C:5]1[CH:10]=[CH:9][N:8]=[C:7]2[CH:11]=[C:12]([NH:14][C:15]3[CH:20]=[CH:19][CH:18]=[C:17]([O:21][CH3:22])[CH:16]=3)[S:13][C:6]=12.[NH4+].[Cl-]. The catalyst is [Fe].CCO.O. The product is [NH2:27][C:25]1[CH:24]=[CH:23][C:3]([O:4][C:5]2[CH:10]=[CH:9][N:8]=[C:7]3[CH:11]=[C:12]([NH:14][C:15]4[CH:20]=[CH:19][CH:18]=[C:17]([O:21][CH3:22])[CH:16]=4)[S:13][C:6]=23)=[C:2]([F:1])[CH:26]=1. The yield is 0.740. (6) The catalyst is CC(C)=O. The yield is 0.620. The product is [Br:1][C:2]1[CH:11]=[CH:10][C:9]2[O:8][C:7](=[O:12])[CH:6]=[C:5]([O:13][CH2:11][CH2:2][CH2:3][O:17][CH:14]3[CH2:9][CH2:4][CH2:5][CH2:29][O:30]3)[C:4]=2[CH:3]=1. The reactants are [Br:1][C:2]1[CH:3]=[C:4]2[C:9](=[CH:10][CH:11]=1)[O:8][C:7](=[O:12])[CH:6]=[C:5]2[OH:13].[C:14]([O-:17])([O-])=O.[K+].[K+].C([O-])([O-])=O.[Cs+].[Cs+].CN([CH:29]=[O:30])C. (7) The reactants are [N+:1]([C:4]1[CH:9]=[CH:8][CH:7]=[CH:6][CH:5]=1)([O-:3])=[O:2].Cl[CH2:11][S:12]([C:15]1[CH:20]=[CH:19][CH:18]=[CH:17][CH:16]=1)(=[O:14])=[O:13].CC([O-])(C)C.[K+].C1COCC1.C(O)(=O)C. The catalyst is C1COCC1.O. The product is [C:15]1([S:12]([CH2:11][C:5]2[CH:6]=[CH:7][CH:8]=[CH:9][C:4]=2[N+:1]([O-:3])=[O:2])(=[O:14])=[O:13])[CH:20]=[CH:19][CH:18]=[CH:17][CH:16]=1. The yield is 0.810. (8) The reactants are Cl.[NH2:2][C@H:3]1[C@H:8]2[CH2:9][C@H:5]([CH2:6][CH2:7]2)[C@H:4]1[C:10]([O:12][CH3:13])=[O:11].C([O-])(=O)C.[Na+].[F:19][C:20]1[CH:27]=[CH:26][C:23]([CH:24]=O)=[CH:22][CH:21]=1.C([BH3-])#N.[Na+].C(=O)(O)[O-].[Na+]. The catalyst is CO.C(OCC)(=O)C. The product is [F:19][C:20]1[CH:27]=[CH:26][C:23]([CH2:24][NH:2][C@H:3]2[C@H:8]3[CH2:9][C@H:5]([CH2:6][CH2:7]3)[C@H:4]2[C:10]([O:12][CH3:13])=[O:11])=[CH:22][CH:21]=1. The yield is 0.980. (9) The reactants are [NH2:1][C:2]1[CH:3]=[CH:4][CH:5]=[C:6]2[C:11]=1[CH:10]=[C:9]([OH:12])[CH:8]=[CH:7]2.[C:13](O[C:13]([O:15][C:16]([CH3:19])([CH3:18])[CH3:17])=[O:14])([O:15][C:16]([CH3:19])([CH3:18])[CH3:17])=[O:14].C([O-])([O-])=O.[Cs+].[Cs+].I[CH2:35][CH3:36]. The catalyst is O1CCCC1.O. The product is [CH2:35]([O:12][C:9]1[CH:10]=[C:11]2[C:6]([CH:5]=[CH:4][CH:3]=[C:2]2[NH:1][C:13](=[O:14])[O:15][C:16]([CH3:19])([CH3:18])[CH3:17])=[CH:7][CH:8]=1)[CH3:36]. The yield is 0.800.